From a dataset of Catalyst prediction with 721,799 reactions and 888 catalyst types from USPTO. Predict which catalyst facilitates the given reaction. Reactant: [OH-].[K+].C([O:5][C:6](=[O:24])[CH:7]([CH2:13][CH2:14][CH2:15][C:16]1[CH:21]=[CH:20][CH:19]=[C:18]([O:22][CH3:23])[CH:17]=1)C(OCC)=O)C.Cl. Product: [CH3:23][O:22][C:18]1[CH:17]=[C:16]([CH2:15][CH2:14][CH2:13][CH2:7][C:6]([OH:24])=[O:5])[CH:21]=[CH:20][CH:19]=1. The catalyst class is: 746.